Dataset: CYP3A4 inhibition data for predicting drug metabolism from PubChem BioAssay. Task: Regression/Classification. Given a drug SMILES string, predict its absorption, distribution, metabolism, or excretion properties. Task type varies by dataset: regression for continuous measurements (e.g., permeability, clearance, half-life) or binary classification for categorical outcomes (e.g., BBB penetration, CYP inhibition). Dataset: cyp3a4_veith. (1) The molecule is O=C(N/N=C\c1ccc2c(c1)CCC2)c1ccccc1O. The result is 0 (non-inhibitor). (2) The molecule is CC1(C)S[C@@H]2[C@H](C(=O)O)N=C(Cc3ccccc3)N2[C@H]1C(=O)O. The result is 0 (non-inhibitor).